Dataset: Full USPTO retrosynthesis dataset with 1.9M reactions from patents (1976-2016). Task: Predict the reactants needed to synthesize the given product. Given the product [F:27][C:18]1[C:17]([O:16][C:12]2[N:13]=[CH:14][N:15]=[C:10]([CH2:9][OH:8])[CH:11]=2)=[CH:25][CH:24]=[C:23]2[C:19]=1[CH:20]=[C:21]([CH3:26])[NH:22]2, predict the reactants needed to synthesize it. The reactants are: C([O:8][CH2:9][C:10]1[N:15]=[CH:14][N:13]=[C:12]([O:16][C:17]2[C:18]([F:27])=[C:19]3[C:23](=[CH:24][CH:25]=2)[NH:22][C:21]([CH3:26])=[CH:20]3)[CH:11]=1)C1C=CC=CC=1.